Dataset: Forward reaction prediction with 1.9M reactions from USPTO patents (1976-2016). Task: Predict the product of the given reaction. (1) The product is: [CH:11]([N:8]1[CH:7]=[N:6][C:5]2[C:9]1=[N:10][C:2]([NH:31][C@@H:32]([CH2:38][CH3:39])[CH:33]([OH:37])[CH:34]([CH3:36])[CH3:35])=[N:3][C:4]=2[NH:14][CH2:15][C:16]1[CH:21]=[CH:20][CH:19]=[CH:18][N:17]=1)([CH3:13])[CH3:12]. Given the reactants F[C:2]1[N:10]=[C:9]2[C:5]([N:6]=[CH:7][N:8]2[CH:11]([CH3:13])[CH3:12])=[C:4]([NH:14][CH2:15][C:16]2[CH:21]=[CH:20][CH:19]=[CH:18][N:17]=2)[N:3]=1.CCN(C(C)C)C(C)C.[NH2:31][C@@H:32]([CH2:38][CH3:39])[CH:33]([OH:37])[CH:34]([CH3:36])[CH3:35], predict the reaction product. (2) Given the reactants [F:1][C:2]1[N:7]=[CH:6][C:5](B(O)O)=[CH:4][CH:3]=1.Br[C:12]1[CH:20]=[CH:19][CH:18]=[C:17]2[C:13]=1[C:14]([CH:24]=[O:25])=[CH:15][N:16]2[CH:21]([CH3:23])[CH3:22], predict the reaction product. The product is: [F:1][C:2]1[N:7]=[CH:6][C:5]([C:12]2[CH:20]=[CH:19][CH:18]=[C:17]3[C:13]=2[C:14]([CH:24]=[O:25])=[CH:15][N:16]3[CH:21]([CH3:22])[CH3:23])=[CH:4][CH:3]=1. (3) Given the reactants C([NH:8][C@H:9]1[CH2:13][CH2:12][C@H:11]([C:14]2[C:22]3[C:17](=[CH:18][CH:19]=[C:20]([F:23])[CH:21]=3)[NH:16][CH:15]=2)[CH2:10]1)C1C=CC=CC=1.C([O-])=O.[NH4+], predict the reaction product. The product is: [F:23][C:20]1[CH:21]=[C:22]2[C:17](=[CH:18][CH:19]=1)[NH:16][CH:15]=[C:14]2[C@H:11]1[CH2:12][CH2:13][C@H:9]([NH2:8])[CH2:10]1. (4) The product is: [Br:8][C:4]1[N:3]=[C:2]([NH:18][CH2:17][C:16]([C:13]2[CH:12]=[CH:11][C:10]([F:9])=[CH:15][CH:14]=2)([CH3:20])[CH3:19])[CH:7]=[CH:6][CH:5]=1. Given the reactants Br[C:2]1[CH:7]=[CH:6][CH:5]=[C:4]([Br:8])[N:3]=1.[F:9][C:10]1[CH:15]=[CH:14][C:13]([C:16]([CH3:20])([CH3:19])[CH2:17][NH2:18])=[CH:12][CH:11]=1.CCN(C(C)C)C(C)C, predict the reaction product. (5) Given the reactants [CH3:1][O:2][C:3](=[O:30])[CH2:4][O:5][C:6]1[CH:29]=[CH:28][C:9]([CH2:10][N:11]2[C:19]3[C:14](=[CH:15][C:16]([C:20]([O:22]CC=C)=[O:21])=[CH:17][CH:18]=3)[C:13]([CH3:26])=[C:12]2[CH3:27])=[CH:8][CH:7]=1.N1CCOCC1, predict the reaction product. The product is: [CH3:1][O:2][C:3](=[O:30])[CH2:4][O:5][C:6]1[CH:29]=[CH:28][C:9]([CH2:10][N:11]2[C:19]3[C:14](=[CH:15][C:16]([C:20]([OH:22])=[O:21])=[CH:17][CH:18]=3)[C:13]([CH3:26])=[C:12]2[CH3:27])=[CH:8][CH:7]=1.